This data is from Reaction yield outcomes from USPTO patents with 853,638 reactions. The task is: Predict the reaction yield, written as a fraction of the theoretical maximum amount of product (1.0 means a 100% yield; for example, 0.34 means a 34% yield). (1) The reactants are [CH2:1]([N:3]1[C:8]2[N:9]=[C:10](S(C)=O)[N:11]=[CH:12][C:7]=2[CH:6]=[CH:5][C:4]1=[O:16])[CH3:2].[CH3:17][O:18][C:19]1[CH:25]=[CH:24][CH:23]=[CH:22][C:20]=1[NH2:21]. No catalyst specified. The product is [CH2:1]([N:3]1[C:8]2[N:9]=[C:10]([NH:21][C:20]3[CH:22]=[CH:23][CH:24]=[CH:25][C:19]=3[O:18][CH3:17])[N:11]=[CH:12][C:7]=2[CH:6]=[CH:5][C:4]1=[O:16])[CH3:2]. The yield is 0.340. (2) The reactants are [F:1][C:2]1[CH:7]=[C:6]([NH:8][C:9]2[NH:13][N:12]=[C:11]([NH2:14])[N:10]=2)[CH:5]=[C:4]([C:15]([F:18])([F:17])[F:16])[C:3]=1[C:19]1[CH:24]=[CH:23][C:22](S(C)(=O)=O)=[CH:21][CH:20]=1.C[C:30]1(C)C(C)(C)OB(C2C=CC(S(C)(=O)=O)=CC=2)[O:31]1. No catalyst specified. The product is [F:1][C:2]1[C:3]([C:19]2[CH:24]=[CH:23][C:22]([O:31][CH3:30])=[CH:21][CH:20]=2)=[C:4]([C:15]([F:18])([F:17])[F:16])[CH:5]=[C:6]([NH:8][C:9]2[NH:13][N:12]=[C:11]([NH2:14])[N:10]=2)[CH:7]=1. The yield is 0.220. (3) The reactants are [F:1][C:2]1[CH:7]=[CH:6][C:5]([C:8]2[CH:16]=[CH:15][CH:14]=[C:13]3[C:9]=2[CH2:10][C:11](=[O:17])[NH:12]3)=[CH:4][CH:3]=1.[CH3:18][C:19]1[C:23]([C:24]([N:26]2[CH2:31][CH2:30][N:29]([CH3:32])[CH2:28][CH2:27]2)=[O:25])=[CH:22][NH:21][C:20]=1[CH:33]=O. The catalyst is C(O)C.N1CCCCC1. The product is [F:1][C:2]1[CH:3]=[CH:4][C:5]([C:8]2[CH:16]=[CH:15][CH:14]=[C:13]3[C:9]=2[C:10](=[CH:33][C:20]2[NH:21][CH:22]=[C:23]([C:24]([N:26]4[CH2:27][CH2:28][N:29]([CH3:32])[CH2:30][CH2:31]4)=[O:25])[C:19]=2[CH3:18])[C:11](=[O:17])[NH:12]3)=[CH:6][CH:7]=1. The yield is 0.360. (4) The reactants are [OH:1][C:2]1[CH:3]=[CH:4][C:5]([NH:12][S:13]([C:16]2[CH:21]=[CH:20][C:19]([CH3:22])=[CH:18][CH:17]=2)(=[O:15])=[O:14])=[C:6]([CH:11]=1)[C:7]([O:9][CH3:10])=[O:8].F[C:24]1[CH:29]=[CH:28][C:27]([N+:30]([O-:32])=[O:31])=[C:26]([CH:33]=[CH2:34])[CH:25]=1.C(=O)([O-])[O-].[K+].[K+]. The catalyst is CN(C=O)C.[Cl-].[Na+].O. The product is [CH3:10][O:9][C:7](=[O:8])[C:6]1[CH:11]=[C:2]([O:1][C:24]2[CH:29]=[CH:28][C:27]([N+:30]([O-:32])=[O:31])=[C:26]([CH:33]=[CH2:34])[CH:25]=2)[CH:3]=[CH:4][C:5]=1[NH:12][S:13]([C:16]1[CH:21]=[CH:20][C:19]([CH3:22])=[CH:18][CH:17]=1)(=[O:15])=[O:14]. The yield is 0.240. (5) The reactants are [N+:1]([C:4]1[CH:11]=[CH:10][C:7]([CH:8]=[O:9])=[CH:6][CH:5]=1)([O-:3])=[O:2].[PH:12](=[O:19])([O:16][CH2:17][CH3:18])[O:13][CH2:14][CH3:15].C[O-].[Na+]. The catalyst is CO. The product is [OH:9][CH:8]([P:12](=[O:19])([O:16][CH2:17][CH3:18])[O:13][CH2:14][CH3:15])[C:7]1[CH:6]=[CH:5][C:4]([N+:1]([O-:3])=[O:2])=[CH:11][CH:10]=1. The yield is 0.890. (6) The reactants are [CH2:1]([C:3]1[N:8]=[C:7]([NH:9][C:10](=[O:15])[C:11]([CH3:14])([CH3:13])[CH3:12])[CH:6]=[CH:5][CH:4]=1)[CH3:2].[C:16]([Li])(C)(C)C.CI. The catalyst is C(OCC)C.O. The product is [CH2:1]([C:3]1[N:8]=[C:7]([NH:9][C:10](=[O:15])[C:11]([CH3:14])([CH3:13])[CH3:12])[C:6]([CH3:16])=[CH:5][CH:4]=1)[CH3:2]. The yield is 0.690. (7) The reactants are [H-].[Al+3].[Li+].[H-].[H-].[H-].[CH3:7][O:8][C:9]1[CH:10]=[C:11]([CH2:16][CH2:17][C:18](O)=[O:19])[CH:12]=[CH:13][C:14]=1[CH3:15].OS(O)(=O)=O. The catalyst is C1COCC1. The product is [CH3:7][O:8][C:9]1[CH:10]=[C:11]([CH2:16][CH2:17][CH2:18][OH:19])[CH:12]=[CH:13][C:14]=1[CH3:15]. The yield is 0.916.